From a dataset of Catalyst prediction with 721,799 reactions and 888 catalyst types from USPTO. Predict which catalyst facilitates the given reaction. Reactant: [C:1]([O:5][C:6](=[O:12])[NH:7][C@@H:8]([CH3:11])[CH2:9][OH:10])([CH3:4])([CH3:3])[CH3:2].O[N:14]1[C:18](=[O:19])[C:17]2=[CH:20][CH:21]=[CH:22][CH:23]=[C:16]2[C:15]1=[O:24].C1(P(C2C=CC=CC=2)C2C=CC=CC=2)C=CC=CC=1.CC(OC(/N=N/C(OC(C)C)=O)=O)C. Product: [O:24]=[C:15]1[C:16]2[C:17](=[CH:20][CH:21]=[CH:22][CH:23]=2)[C:18](=[O:19])[N:14]1[O:10][CH2:9][C@@H:8]([NH:7][C:6](=[O:12])[O:5][C:1]([CH3:4])([CH3:2])[CH3:3])[CH3:11]. The catalyst class is: 1.